From a dataset of Forward reaction prediction with 1.9M reactions from USPTO patents (1976-2016). Predict the product of the given reaction. (1) Given the reactants [CH2:1]([C:8]1([C:18]2[CH:19]=[C:20]([CH:34]=[CH:35][CH:36]=2)[O:21][CH2:22][CH2:23][NH:24][S:25]([C:28]2[N:29]=[CH:30][N:31]([CH3:33])[CH:32]=2)(=[O:27])=[O:26])[CH2:11][N:10]([C:12](=O)[C:13]([F:16])([F:15])[F:14])[CH2:9]1)[C:2]1[CH:7]=[CH:6][CH:5]=[CH:4][CH:3]=1, predict the reaction product. The product is: [CH2:1]([C:8]1([C:18]2[CH:19]=[C:20]([CH:34]=[CH:35][CH:36]=2)[O:21][CH2:22][CH2:23][NH:24][S:25]([C:28]2[N:29]=[CH:30][N:31]([CH3:33])[CH:32]=2)(=[O:26])=[O:27])[CH2:11][N:10]([CH2:12][C:13]([F:16])([F:15])[F:14])[CH2:9]1)[C:2]1[CH:7]=[CH:6][CH:5]=[CH:4][CH:3]=1. (2) Given the reactants [CH2:1]([N:8]1[CH2:13][CH2:12][C:11]([C:17]2[CH:22]=[CH:21][CH:20]=[CH:19][CH:18]=2)([C:14](O)=[O:15])[CH2:10][CH2:9]1)[C:2]1[CH:7]=[CH:6][CH:5]=[CH:4][CH:3]=1.[CH3:23][N:24]1[CH2:29][CH2:28][NH:27][CH2:26][CH2:25]1.CCN=C=NCCCN(C)C.Cl, predict the reaction product. The product is: [CH2:1]([N:8]1[CH2:9][CH2:10][C:11]([C:14]([N:27]2[CH2:28][CH2:29][N:24]([CH3:23])[CH2:25][CH2:26]2)=[O:15])([C:17]2[CH:22]=[CH:21][CH:20]=[CH:19][CH:18]=2)[CH2:12][CH2:13]1)[C:2]1[CH:3]=[CH:4][CH:5]=[CH:6][CH:7]=1. (3) Given the reactants [C:1]1([C:7]2[CH:8]=[C:9]([C:19]3[CH:24]=[CH:23][C:22]([C:25]4(O)[C:38]5[CH:37]=[CH:36][CH:35]=[CH:34][C:33]=5[C:32]([C:40]5[CH:45]=[CH:44][C:43]([C:46]6[CH:51]=[C:50]([C:52]7[CH:57]=[CH:56][CH:55]=[CH:54][CH:53]=7)[CH:49]=[C:48]([C:58]7[CH:63]=[CH:62][CH:61]=[CH:60][CH:59]=7)[CH:47]=6)=[CH:42][CH:41]=5)(O)[C:31]5[C:26]4=[CH:27][CH:28]=[CH:29][CH:30]=5)=[CH:21][CH:20]=3)[CH:10]=[C:11]([C:13]3[CH:18]=[CH:17][CH:16]=[CH:15][CH:14]=3)[CH:12]=2)[CH:6]=[CH:5][CH:4]=[CH:3][CH:2]=1.I.[PH2](O)=O, predict the reaction product. The product is: [C:1]1([C:7]2[CH:8]=[C:9]([C:19]3[CH:24]=[CH:23][C:22]([C:25]4[C:38]5[C:33]([C:32]([C:40]6[CH:45]=[CH:44][C:43]([C:46]7[CH:47]=[C:48]([C:58]8[CH:59]=[CH:60][CH:61]=[CH:62][CH:63]=8)[CH:49]=[C:50]([C:52]8[CH:53]=[CH:54][CH:55]=[CH:56][CH:57]=8)[CH:51]=7)=[CH:42][CH:41]=6)=[C:31]6[C:26]=4[CH:27]=[CH:28][CH:29]=[CH:30]6)=[CH:34][CH:35]=[CH:36][CH:37]=5)=[CH:21][CH:20]=3)[CH:10]=[C:11]([C:13]3[CH:14]=[CH:15][CH:16]=[CH:17][CH:18]=3)[CH:12]=2)[CH:6]=[CH:5][CH:4]=[CH:3][CH:2]=1.